Dataset: Full USPTO retrosynthesis dataset with 1.9M reactions from patents (1976-2016). Task: Predict the reactants needed to synthesize the given product. Given the product [ClH:36].[CH2:22]([O:21][C:19]([N:17]1[C:16]2[S:24][C:25]([C:27]([OH:29])=[O:28])=[CH:26][C:15]=2[C:14]([NH:13][C:11](=[O:12])[C:10]2[CH:9]=[CH:8][C:7]([N:1]3[CH2:2][CH2:3][O:4][CH2:5][CH2:6]3)=[CH:35][CH:34]=2)=[N:18]1)=[O:20])[CH3:23], predict the reactants needed to synthesize it. The reactants are: [N:1]1([C:7]2[CH:35]=[CH:34][C:10]([C:11]([NH:13][C:14]3[C:15]4[CH:26]=[C:25]([C:27]([O:29]C(C)(C)C)=[O:28])[S:24][C:16]=4[N:17]([C:19]([O:21][CH2:22][CH3:23])=[O:20])[N:18]=3)=[O:12])=[CH:9][CH:8]=2)[CH2:6][CH2:5][O:4][CH2:3][CH2:2]1.[ClH:36].